This data is from M1 muscarinic receptor agonist screen with 61,833 compounds. The task is: Binary Classification. Given a drug SMILES string, predict its activity (active/inactive) in a high-throughput screening assay against a specified biological target. (1) The drug is Brc1c(OCC)ccc(c1)C(=O)Nc1cccnc1. The result is 0 (inactive). (2) The result is 0 (inactive). The drug is Clc1ccc(S(=O)(=O)CCC(Oc2cc3OCOc3cc2)=O)cc1. (3) The result is 1 (active). The molecule is O=C1N(C(=O)C(/c2c1cccc2)=C\Nn1cnnc1)c1ccc(OC)cc1. (4) The drug is S(c1n(c2ccccc2)c(nn1)c1ncccc1)Cc1ccc(cc1)C#N. The result is 0 (inactive). (5) The molecule is S(c1n(c(nn1)CCCc1ccc(OC)cc1)C)CC(=O)Nc1scc(n1)C. The result is 0 (inactive). (6) The compound is s1c(CN2C(=O)CC(=O)NC2=O)ccc1. The result is 0 (inactive).